Dataset: Full USPTO retrosynthesis dataset with 1.9M reactions from patents (1976-2016). Task: Predict the reactants needed to synthesize the given product. (1) Given the product [Cl:15][C:16]1[CH:21]=[CH:20][C:19]([S:22]([N:25]2[CH:30]([CH2:4][CH3:5])[CH2:29][C:28](=[O:31])[CH2:27][CH:26]2[C:32]([O:34][CH2:35][CH3:36])=[O:33])(=[O:23])=[O:24])=[CH:18][CH:17]=1, predict the reactants needed to synthesize it. The reactants are: S(C)C.[CH2:4]([Mg]Br)[CH3:5].[B-](F)(F)(F)[O+](C)C.[Cl:15][C:16]1[CH:21]=[CH:20][C:19]([S:22]([N:25]2[CH:30]=[CH:29][C:28](=[O:31])[CH2:27][CH:26]2[C:32]([O:34][CH2:35][CH3:36])=[O:33])(=[O:24])=[O:23])=[CH:18][CH:17]=1. (2) Given the product [CH3:16][CH:15]([CH3:17])[C:14]#[C:13][C:10]1[CH:11]=[CH:12][C:7]([C:23]([OH:25])=[O:24])=[CH:8][C:9]=1[O:18][C:19]([F:22])([F:21])[F:20], predict the reactants needed to synthesize it. The reactants are: C([Li])CCC.Br[C:7]1[CH:12]=[CH:11][C:10]([C:13]#[C:14][CH:15]([CH3:17])[CH3:16])=[C:9]([O:18][C:19]([F:22])([F:21])[F:20])[CH:8]=1.[C:23](=[O:25])=[O:24].Cl. (3) Given the product [Cl:19][C:5]1[C:6]([NH:8][C:9]2[CH:18]=[CH:17][CH:16]=[CH:15][C:10]=2[C:11](=[O:12])[NH:13][CH3:14])=[N:7][C:2]([NH:20][C:21]2[CH:22]=[C:23]([CH:33]=[CH:34][CH:35]=2)[CH2:24][NH:25][C:26](=[O:32])[O:27][C:28]([CH3:31])([CH3:30])[CH3:29])=[N:3][CH:4]=1, predict the reactants needed to synthesize it. The reactants are: Cl[C:2]1[N:7]=[C:6]([NH:8][C:9]2[CH:18]=[CH:17][CH:16]=[CH:15][C:10]=2[C:11]([NH:13][CH3:14])=[O:12])[C:5]([Cl:19])=[CH:4][N:3]=1.[NH2:20][C:21]1[CH:22]=[C:23]([CH:33]=[CH:34][CH:35]=1)[CH2:24][NH:25][C:26](=[O:32])[O:27][C:28]([CH3:31])([CH3:30])[CH3:29].CC(C1C=C(C(C)C)C(C2C=CC=CC=2P(C2CCCCC2)C2CCCCC2)=C(C(C)C)C=1)C.C([O-])([O-])=O.[K+].[K+]. (4) The reactants are: [NH2:1][CH2:2][CH2:3][CH2:4][N:5]([CH3:10])[CH2:6][CH2:7][CH2:8][NH2:9].C(N(CC)CC)C.[Cl:18][C:19]1[CH:20]=[C:21]2[C:26](=[C:27]([Cl:29])[CH:28]=1)[CH2:25][N:24]([CH3:30])[CH2:23][CH:22]2[C:31]1[CH:32]=[C:33]([S:37](Cl)(=[O:39])=[O:38])[CH:34]=[CH:35][CH:36]=1. Given the product [NH2:1][CH2:2][CH2:3][CH2:4][N:5]([CH3:10])[CH2:6][CH2:7][CH2:8][NH:9][S:37]([C:33]1[CH:34]=[CH:35][CH:36]=[C:31]([CH:22]2[C:21]3[C:26](=[C:27]([Cl:29])[CH:28]=[C:19]([Cl:18])[CH:20]=3)[CH2:25][N:24]([CH3:30])[CH2:23]2)[CH:32]=1)(=[O:39])=[O:38], predict the reactants needed to synthesize it.